This data is from Full USPTO retrosynthesis dataset with 1.9M reactions from patents (1976-2016). The task is: Predict the reactants needed to synthesize the given product. (1) Given the product [C:1]([C:5]1[N:10]=[C:9]([NH:11][C:12]2[CH:17]=[C:16]([NH:22][C@H:23]([CH2:33][CH:34]([CH3:36])[CH3:35])[CH2:24][NH:25][C:26](=[O:32])[O:27][C:28]([CH3:29])([CH3:30])[CH3:31])[N:15]=[N:14][C:13]=2[C:19](=[O:20])[NH2:21])[CH:8]=[CH:7][CH:6]=1)([CH3:4])([CH3:3])[CH3:2], predict the reactants needed to synthesize it. The reactants are: [C:1]([C:5]1[N:10]=[C:9]([NH:11][C:12]2[CH:17]=[C:16](Cl)[N:15]=[N:14][C:13]=2[C:19]([NH2:21])=[O:20])[CH:8]=[CH:7][CH:6]=1)([CH3:4])([CH3:3])[CH3:2].[NH2:22][C@H:23]([CH2:33][CH:34]([CH3:36])[CH3:35])[CH2:24][NH:25][C:26](=[O:32])[O:27][C:28]([CH3:31])([CH3:30])[CH3:29]. (2) Given the product [Br:17][C:18]1[N:32]=[CH:31][C:21]2=[N:22][C:23]([N:9]3[CH2:8][CH2:7][CH:6]([O:5][C:4]4[CH:12]=[CH:13][C:14]([F:16])=[CH:15][C:3]=4[F:2])[CH2:11][CH2:10]3)=[C:24]([NH:26][CH:27]([CH3:28])[CH3:29])[N:25]=[C:20]2[CH:19]=1, predict the reactants needed to synthesize it. The reactants are: Cl.[F:2][C:3]1[CH:15]=[C:14]([F:16])[CH:13]=[CH:12][C:4]=1[O:5][CH:6]1[CH2:11][CH2:10][NH:9][CH2:8][CH2:7]1.[Br:17][C:18]1[N:32]=[CH:31][C:21]2=[N:22][C:23](Cl)=[C:24]([NH:26][CH:27]([CH3:29])[CH3:28])[N:25]=[C:20]2[CH:19]=1.CCN(C(C)C)C(C)C. (3) Given the product [O:1]([C:8]1[CH:15]=[CH:14][C:11]([CH:12]=[CH:16][C:17]([C:19]2[CH:24]=[CH:23][C:22]([F:25])=[CH:21][CH:20]=2)=[O:18])=[CH:10][CH:9]=1)[C:2]1[CH:7]=[CH:6][CH:5]=[CH:4][CH:3]=1, predict the reactants needed to synthesize it. The reactants are: [O:1]([C:8]1[CH:15]=[CH:14][C:11]([CH:12]=O)=[CH:10][CH:9]=1)[C:2]1[CH:7]=[CH:6][CH:5]=[CH:4][CH:3]=1.[CH3:16][C:17]([C:19]1[CH:24]=[CH:23][C:22]([F:25])=[CH:21][CH:20]=1)=[O:18]. (4) Given the product [Cl:12][C:13]1[CH:14]=[C:15]2[C:20](=[CH:21][CH:22]=1)[CH:19]=[C:18]([S:23]([CH2:26][CH2:27][C:28]([N:42]1[CH2:41][CH2:40][CH:39]([C:38]3[NH:37][CH:36]=[N:35][C:34]=3[CH3:33])[CH2:44][CH2:43]1)=[O:30])(=[O:24])=[O:25])[CH:17]=[CH:16]2, predict the reactants needed to synthesize it. The reactants are: CCN=C=NCCCN(C)C.[Cl:12][C:13]1[CH:14]=[C:15]2[C:20](=[CH:21][CH:22]=1)[CH:19]=[C:18]([S:23]([CH2:26][CH2:27][C:28]([OH:30])=O)(=[O:25])=[O:24])[CH:17]=[CH:16]2.Cl.Cl.[CH3:33][C:34]1[N:35]=[CH:36][NH:37][C:38]=1[CH:39]1[CH2:44][CH2:43][NH:42][CH2:41][CH2:40]1.C1C=CC2N(O)N=NC=2C=1.C(=O)([O-])[O-].[K+].[K+]. (5) The reactants are: [CH2:1]([O:3][C:4](=[O:11])[CH2:5][C:6]([CH:8]1[CH2:10][CH2:9]1)=[O:7])[CH3:2].[Cl-].[Mg+2].[Cl-].N1C=CC=CC=1.Cl.[C:22](Cl)(=[O:29])[C:23]1[CH:28]=[CH:27][N:26]=[CH:25][CH:24]=1. Given the product [CH2:1]([O:3][C:4](=[O:11])[CH:5]([C:22]([C:23]1[CH:28]=[CH:27][N:26]=[CH:25][CH:24]=1)=[O:29])[C:6]([CH:8]1[CH2:10][CH2:9]1)=[O:7])[CH3:2], predict the reactants needed to synthesize it.